The task is: Regression/Classification. Given a drug SMILES string, predict its absorption, distribution, metabolism, or excretion properties. Task type varies by dataset: regression for continuous measurements (e.g., permeability, clearance, half-life) or binary classification for categorical outcomes (e.g., BBB penetration, CYP inhibition). Dataset: bioavailability_ma.. This data is from Oral bioavailability binary classification data from Ma et al.. (1) The compound is CCOc1ccc(/C=C2\NCCc3cc(OCC)c(OCC)cc32)cc1OCC. The result is 1 (high bioavailability). (2) The result is 1 (high bioavailability). The molecule is C[C@@H](c1ncncc1F)[C@](O)(Cn1cncn1)c1ccc(F)cc1F. (3) The molecule is N=C(N)c1ccc(OCCCCCOc2ccc(C(=N)N)cc2)cc1. The result is 0 (low bioavailability). (4) The molecule is OC[C@H]1O[C@](O)(CO)[C@@H](O)[C@@H]1O[C@@H]1O[C@H](CO)[C@H](O)[C@H](O)[C@H]1O. The result is 0 (low bioavailability). (5) The molecule is CN1CCC[C@@H]1CCO[C@](C)(c1ccccc1)c1ccc(Cl)cc1. The result is 1 (high bioavailability). (6) The drug is O=C1Nc2ccc(Cl)cc2C(c2ccccc2Cl)=NC1O. The result is 1 (high bioavailability).